The task is: Predict the reactants needed to synthesize the given product.. This data is from Full USPTO retrosynthesis dataset with 1.9M reactions from patents (1976-2016). (1) Given the product [NH2:1][C:2]1[N:7]=[C:6]([CH:8]2[CH2:9][CH2:10]2)[N:5]=[C:4]([OH:11])[C:3]=1[S:12][C:13]#[N:14], predict the reactants needed to synthesize it. The reactants are: [NH2:1][C:2]1[N:7]=[C:6]([CH:8]2[CH2:10][CH2:9]2)[N:5]=[C:4]([OH:11])[CH:3]=1.[S-:12][C:13]#[N:14].[K+].BrBr. (2) Given the product [CH3:1][N:2]([CH3:6])[CH2:3][CH2:4][O:5][C:7](=[O:13])[CH2:8][CH2:9][C:10]([OH:12])=[O:11], predict the reactants needed to synthesize it. The reactants are: [CH3:1][N:2]([CH3:6])[CH2:3][CH2:4][OH:5].[C:7]1(=[O:13])[O:12][C:10](=[O:11])[CH2:9][CH2:8]1. (3) Given the product [CH:38]1([C:36]([NH:35][C:33]2[N:34]=[C:29]3[CH:28]=[CH:27][C:26]([O:25][C:24]4[CH:41]=[CH:42][C:43]([CH3:44])=[C:22]([NH:21][C:7]([C:3]5[N:4]=[CH:5][S:6][C:2]=5[CH3:1])=[O:9])[CH:23]=4)=[N:31][N:30]3[CH:32]=2)=[O:37])[CH2:39][CH2:40]1, predict the reactants needed to synthesize it. The reactants are: [CH3:1][C:2]1[S:6][CH:5]=[N:4][C:3]=1[C:7]([OH:9])=O.O1CCCC1.C(Cl)(=O)C(Cl)=O.[NH2:21][C:22]1[CH:23]=[C:24]([CH:41]=[CH:42][C:43]=1[CH3:44])[O:25][C:26]1[CH:27]=[CH:28][C:29]2[N:30]([CH:32]=[C:33]([NH:35][C:36]([CH:38]3[CH2:40][CH2:39]3)=[O:37])[N:34]=2)[N:31]=1. (4) The reactants are: [Cl:1][C:2]1[CH:3]=[CH:4][C:5]([N:16]2[CH:20]=[C:19]([Si](C)(C)C)[N:18]=[N:17]2)=[C:6]([C:8]2[CH:13]=[C:12]([O:14][CH3:15])[N:11]=[CH:10][N:9]=2)[CH:7]=1.C1C(=O)N([Cl:32])C(=O)C1. Given the product [Cl:1][C:2]1[CH:3]=[CH:4][C:5]([N:16]2[CH:20]=[C:19]([Cl:32])[N:18]=[N:17]2)=[C:6]([C:8]2[CH:13]=[C:12]([O:14][CH3:15])[N:11]=[CH:10][N:9]=2)[CH:7]=1, predict the reactants needed to synthesize it.